From a dataset of Peptide-MHC class I binding affinity with 185,985 pairs from IEDB/IMGT. Regression. Given a peptide amino acid sequence and an MHC pseudo amino acid sequence, predict their binding affinity value. This is MHC class I binding data. (1) The peptide sequence is KYKLKHIVW. The MHC is HLA-A26:01 with pseudo-sequence HLA-A26:01. The binding affinity (normalized) is 0. (2) The peptide sequence is EVKTCIWPK. The MHC is HLA-A33:01 with pseudo-sequence HLA-A33:01. The binding affinity (normalized) is 0.904. (3) The peptide sequence is PYDCKELRL. The MHC is HLA-B18:01 with pseudo-sequence HLA-B18:01. The binding affinity (normalized) is 0.0847. (4) The peptide sequence is EENLIDFAS. The MHC is HLA-B08:01 with pseudo-sequence HLA-B08:01. The binding affinity (normalized) is 0.0847. (5) The peptide sequence is DLTQIFEVY. The MHC is HLA-A31:01 with pseudo-sequence HLA-A31:01. The binding affinity (normalized) is 0.332.